From a dataset of Full USPTO retrosynthesis dataset with 1.9M reactions from patents (1976-2016). Predict the reactants needed to synthesize the given product. (1) Given the product [I:10][C:2]1[C:7]([Br:8])=[CH:6][C:5]([Br:9])=[CH:4][N:3]=1, predict the reactants needed to synthesize it. The reactants are: Br[C:2]1[C:7]([Br:8])=[CH:6][C:5]([Br:9])=[CH:4][N:3]=1.[I-:10].[Na+].C(#N)CC.Cl[Si](C)(C)C. (2) Given the product [C:21](=[N:34][NH:35][C:2]1[CH:7]=[CH:6][C:5]([S:8]([NH:11][CH2:12][CH2:13][N:14]2[CH2:19][CH2:18][O:17][CH2:16][CH2:15]2)(=[O:10])=[O:9])=[C:4]([CH3:20])[CH:3]=1)([C:28]1[CH:29]=[CH:30][CH:31]=[CH:32][CH:33]=1)[C:22]1[CH:27]=[CH:26][CH:25]=[CH:24][CH:23]=1, predict the reactants needed to synthesize it. The reactants are: Br[C:2]1[CH:7]=[CH:6][C:5]([S:8]([NH:11][CH2:12][CH2:13][N:14]2[CH2:19][CH2:18][O:17][CH2:16][CH2:15]2)(=[O:10])=[O:9])=[C:4]([CH3:20])[CH:3]=1.[C:21](=[N:34][NH2:35])([C:28]1[CH:33]=[CH:32][CH:31]=[CH:30][CH:29]=1)[C:22]1[CH:27]=[CH:26][CH:25]=[CH:24][CH:23]=1.CC(C)([O-])C.[Na+]. (3) Given the product [CH2:44]([C:41]1[CH:42]=[CH:43][C:38]([N:35]2[C:36]3[CH:23]=[CH:24][CH:25]=[CH:26][C:27]=3[S:28][C:29]3[C:34]2=[CH:33][CH:32]=[CH:31][CH:30]=3)=[CH:39][CH:40]=1)[CH2:45][CH2:46][CH3:47], predict the reactants needed to synthesize it. The reactants are: C1(C)C=CC=CC=1P(C1C=CC=CC=1C)C1C=CC=CC=1C.[CH:23]1[C:36]2[NH:35][C:34]3[C:29](=[CH:30][CH:31]=[CH:32][CH:33]=3)[S:28][C:27]=2[CH:26]=[CH:25][CH:24]=1.Br[C:38]1[CH:43]=[CH:42][C:41]([CH2:44][CH2:45][CH2:46][CH3:47])=[CH:40][CH:39]=1.CC(C)([O-])C.[Na+].Cl. (4) Given the product [CH3:1][C:2]1[C:3]2[N:4]([C:18]([C:21]3[O:23][N:37]=[C:26]([C:27]4[CH:28]=[C:29]([S:33]([NH2:34])(=[O:35])=[O:36])[CH:30]=[CH:31][CH:32]=4)[N:25]=3)=[CH:19][N:20]=2)[CH:5]=[C:6]([C:8]2[CH:13]=[CH:12][C:11]([C:14]([F:15])([F:16])[F:17])=[CH:10][CH:9]=2)[CH:7]=1, predict the reactants needed to synthesize it. The reactants are: [CH3:1][C:2]1[C:3]2[N:4]([C:18]([C:21]([OH:23])=O)=[CH:19][N:20]=2)[CH:5]=[C:6]([C:8]2[CH:13]=[CH:12][C:11]([C:14]([F:17])([F:16])[F:15])=[CH:10][CH:9]=2)[CH:7]=1.O[NH:25][C:26](=[NH:37])[C:27]1[CH:32]=[CH:31][CH:30]=[C:29]([S:33](=[O:36])(=[O:35])[NH2:34])[CH:28]=1. (5) Given the product [Cl:1][C:2]1[CH:3]=[CH:4][C:5]2[O:9][C:8]([C:17]3[CH:25]=[CH:24][C:20]([CH2:21][C:22]#[N:23])=[C:19]([F:26])[CH:18]=3)=[N:7][C:6]=2[CH:10]=1, predict the reactants needed to synthesize it. The reactants are: [Cl:1][C:2]1[CH:3]=[CH:4][C:5]2[O:9][CH:8]=[N:7][C:6]=2[CH:10]=1.C([Li])CCC.Br[C:17]1[CH:25]=[CH:24][C:20]([CH2:21][C:22]#[N:23])=[C:19]([F:26])[CH:18]=1.